From a dataset of Full USPTO retrosynthesis dataset with 1.9M reactions from patents (1976-2016). Predict the reactants needed to synthesize the given product. (1) The reactants are: Cl.Br[C:3]1[CH:8]=[CH:7][N:6]=[CH:5][CH:4]=1.[C:9]([C:11]1[CH:16]=[CH:15][C:14]([C:17]([F:20])([F:19])[F:18])=[CH:13][CH:12]=1)#[CH:10]. Given the product [F:18][C:17]([F:19])([F:20])[C:14]1[CH:13]=[CH:12][C:11]([C:9]#[C:10][C:3]2[CH:8]=[CH:7][N:6]=[CH:5][CH:4]=2)=[CH:16][CH:15]=1, predict the reactants needed to synthesize it. (2) Given the product [CH3:1][C:2]1[C:3]([CH2:15][O:16][C:17]2[CH:22]=[CH:21][C:20]([C:23]3[C:27]([Cl:31])=[C:26]([CH3:28])[N:25]([CH3:29])[N:24]=3)=[CH:19][C:18]=2[CH3:30])=[C:4]([N:8]2[C:12](=[O:13])[N:11]([CH3:14])[N:10]=[N:9]2)[CH:5]=[CH:6][CH:7]=1, predict the reactants needed to synthesize it. The reactants are: [CH3:1][C:2]1[C:3]([CH2:15][O:16][C:17]2[CH:22]=[CH:21][C:20]([C:23]3[CH:27]=[C:26]([CH3:28])[N:25]([CH3:29])[N:24]=3)=[CH:19][C:18]=2[CH3:30])=[C:4]([N:8]2[C:12](=[O:13])[N:11]([CH3:14])[N:10]=[N:9]2)[CH:5]=[CH:6][CH:7]=1.[Cl:31]N1C(=O)CCC1=O. (3) Given the product [OH:32][C:33]1[CH:34]=[C:35]([C:2]2[N:7]=[C:6]3[N:8]([C:9]4[CH:14]=[CH:13][CH:12]=[CH:11][C:10]=4[O:15][CH3:16])[C:48](=[O:47])[NH:17][C:5]3=[CH:4][CH:3]=2)[CH:36]=[CH:37][CH:38]=1, predict the reactants needed to synthesize it. The reactants are: Cl[C:2]1[N:7]=[C:6]([NH:8][C:9]2[CH:14]=[CH:13][CH:12]=[CH:11][C:10]=2[O:15][CH3:16])[C:5]([N+:17]([O-])=O)=[CH:4][CH:3]=1.ClC1C([N+]([O-])=O)=CC=C(Cl)N=1.C[O:32][C:33]1[C:34](N)=[CH:35][CH:36]=[CH:37][CH:38]=1.C(NC(C)C)(C)C.[O:47]1CCC[CH2:48]1. (4) Given the product [Cl:25][C:19]1[CH:20]=[C:21]([Cl:24])[CH:22]=[CH:23][C:18]=1[C:17]([N:8]([C:5]1[CH:6]=[CH:7][C:2]([Cl:1])=[CH:3][CH:4]=1)[C:9]1[S:10][C:11]([C:14]([N:29]2[CH2:30][CH2:31][CH2:27][CH2:28]2)=[O:15])=[CH:12][N:13]=1)=[O:26], predict the reactants needed to synthesize it. The reactants are: [Cl:1][C:2]1[CH:7]=[CH:6][C:5]([N:8]([C:17](=[O:26])[C:18]2[CH:23]=[CH:22][C:21]([Cl:24])=[CH:20][C:19]=2[Cl:25])[C:9]2[S:10][C:11]([C:14](O)=[O:15])=[CH:12][N:13]=2)=[CH:4][CH:3]=1.[CH3:27][CH2:28][N:29](CC)[CH2:30][CH3:31]. (5) Given the product [Pt:5].[C:2].[CH2:2]([OH:1])[CH3:3].[O-:1][CH2:2][CH3:3].[Na+:4], predict the reactants needed to synthesize it. The reactants are: [O-:1][CH2:2][CH3:3].[Na+:4].[Pt:5](Cl)Cl. (6) Given the product [CH3:19][CH2:20]/[C:21](/[C:2]1[C:7]2[N:8]([CH3:12])[C:9](=[O:11])[NH:10][C:6]=2[CH:5]=[CH:4][N:3]=1)=[CH:22]\[CH2:23][CH3:24], predict the reactants needed to synthesize it. The reactants are: Br[C:2]1[C:7]2[N:8]([CH3:12])[C:9](=[O:11])[NH:10][C:6]=2[CH:5]=[CH:4][N:3]=1.C(=O)([O-])[O-].[Na+].[Na+].[CH3:19][CH2:20]/[C:21](/B1OC2C=CC=CC=2O1)=[CH:22]\[CH2:23][CH3:24]. (7) Given the product [C:6]([NH:1][CH2:2][CH2:3][OH:4])([O:8][CH2:9][C:10]1[CH:15]=[CH:14][CH:13]=[CH:12][CH:11]=1)=[O:7], predict the reactants needed to synthesize it. The reactants are: [NH2:1][CH2:2][CH2:3][OH:4].Cl[C:6]([O:8][CH2:9][C:10]1[CH:15]=[CH:14][CH:13]=[CH:12][CH:11]=1)=[O:7].